Dataset: Forward reaction prediction with 1.9M reactions from USPTO patents (1976-2016). Task: Predict the product of the given reaction. (1) The product is: [CH2:1]([O:8][C:9]([N:11]1[CH2:31][S:30][CH2:29][C@H:12]1[C:13]([N:15]1[CH2:21][CH2:20][CH2:19][N:18]([CH3:22])[CH2:17][CH2:16]1)=[O:14])=[O:10])[C:2]1[CH:7]=[CH:6][CH:5]=[CH:4][CH:3]=1. Given the reactants [CH2:1]([O:8][C:9]([N:11]1[CH2:31][S:30][CH2:29][C@H:12]1[C:13]([N:15]1[CH2:21][CH2:20][CH2:19][N:18]([C:22](OC(C)(C)C)=O)[CH2:17][CH2:16]1)=[O:14])=[O:10])[C:2]1[CH:7]=[CH:6][CH:5]=[CH:4][CH:3]=1.C=O.C([BH3-])#N.[Na+], predict the reaction product. (2) Given the reactants Br[CH2:2][C:3]1[CH:20]=[CH:19][C:6]([CH:7]=[C:8]2[C:13]3([CH3:17])[C:14]([CH3:16])([CH3:15])[CH:10]([CH2:11][CH2:12]3)[C:9]2=[O:18])=[CH:5][CH:4]=1.[CH3:21][O:22][C:23]([O:28][CH3:29])([CH2:26][OH:27])[CH2:24][OH:25].CC([O-])(C)C.[K+].C(OCC)C, predict the reaction product. The product is: [OH:25][CH2:24][C:23]([O:28][CH3:29])([O:22][CH3:21])[CH2:26][O:27][CH2:2][C:3]1[CH:20]=[CH:19][C:6]([CH:7]=[C:8]2[C:13]3([CH3:17])[C:14]([CH3:16])([CH3:15])[CH:10]([CH2:11][CH2:12]3)[C:9]2=[O:18])=[CH:5][CH:4]=1. (3) Given the reactants [OH:1][C:2]1[CH:38]=[CH:37][C:5]([C:6]([CH2:8][CH2:9][CH2:10][NH:11][C:12]2[CH:17]=[C:16]([O:18][CH3:19])[CH:15]=[CH:14][C:13]=2[CH:20]2[CH2:29][CH2:28][C:27]3[CH:26]=[C:25]([O:30]C(=O)C(C)(C)C)[CH:24]=[CH:23][C:22]=3[CH2:21]2)=O)=[CH:4][CH:3]=1.Cl[CH:40]([CH3:49])[C:41]([N:43]1[CH2:48][CH2:47][CH2:46][CH2:45][CH2:44]1)=O, predict the reaction product. The product is: [CH3:19][O:18][C:16]1[CH:15]=[CH:14][C:13]([CH:20]2[CH2:29][CH2:28][C:27]3[CH:26]=[C:25]([OH:30])[CH:24]=[CH:23][C:22]=3[CH2:21]2)=[C:12]([NH:11][CH2:10][CH2:9][CH2:8][CH2:6][C:5]2[CH:37]=[CH:38][C:2]([O:1][CH:40]([CH3:49])[CH2:41][N:43]3[CH2:48][CH2:47][CH2:46][CH2:45][CH2:44]3)=[CH:3][CH:4]=2)[CH:17]=1. (4) Given the reactants [CH3:1][N:2]([CH:10]1[CH2:15][CH2:14][C:13]([C:16]2[C:24]3[C:19](=[CH:20][CH:21]=[C:22]([N+:25]([O-])=O)[CH:23]=3)[NH:18][CH:17]=2)=[CH:12][CH2:11]1)[C:3](=[O:9])[O:4][C:5]([CH3:8])([CH3:7])[CH3:6], predict the reaction product. The product is: [NH2:25][C:22]1[CH:23]=[C:24]2[C:19](=[CH:20][CH:21]=1)[NH:18][CH:17]=[C:16]2[CH:13]1[CH2:12][CH2:11][CH:10]([N:2]([CH3:1])[C:3](=[O:9])[O:4][C:5]([CH3:6])([CH3:7])[CH3:8])[CH2:15][CH2:14]1. (5) Given the reactants [CH:1]1([C:4]2[CH2:5][C:6]3[C:11]([CH:12]=2)=[CH:10][CH:9]=[CH:8][CH:7]=3)[CH2:3][CH2:2]1.[Li]CCCC.[Cl:18][Si:19](Cl)([CH3:21])[CH3:20], predict the reaction product. The product is: [Cl:18][Si:19]([CH:5]1[C:6]2[C:11](=[CH:10][CH:9]=[CH:8][CH:7]=2)[CH:12]=[C:4]1[CH:1]1[CH2:3][CH2:2]1)([CH3:21])[CH3:20].